Dataset: Reaction yield outcomes from USPTO patents with 853,638 reactions. Task: Predict the reaction yield, written as a fraction of the theoretical maximum amount of product (1.0 means a 100% yield; for example, 0.34 means a 34% yield). The reactants are [CH3:1][O:2][CH:3]([CH2:6][C@H:7]1[CH2:18][CH2:17][C:16]2[S:15][C:14]3[N:13]=[CH:12][N:11]=[C:10]([O:19][CH:20]4[CH2:25][CH2:24][CH:23]([NH:26][CH3:27])[CH2:22][CH2:21]4)[C:9]=3[C:8]1=2)[C:4]#[N:5].[C:36](O[C:36]([O:38][C:39]([CH3:42])([CH3:41])[CH3:40])=[O:37])([O:38][C:39]([CH3:42])([CH3:41])[CH3:40])=[O:37]. The catalyst is ClCCl.O. The product is [C:4]([CH:3]([O:2][CH3:1])[CH2:6][C@H:7]1[CH2:18][CH2:17][C:16]2[S:15][C:14]3[N:13]=[CH:12][N:11]=[C:10]([O:19][CH:20]4[CH2:25][CH2:24][CH:23]([N:26]([CH3:27])[C:36](=[O:37])[O:38][C:39]([CH3:40])([CH3:41])[CH3:42])[CH2:22][CH2:21]4)[C:9]=3[C:8]1=2)#[N:5]. The yield is 0.710.